From a dataset of Full USPTO retrosynthesis dataset with 1.9M reactions from patents (1976-2016). Predict the reactants needed to synthesize the given product. (1) Given the product [ClH:43].[C:1]1([C:7]2[N:8]=[C:9]3[C:15]4[CH:16]=[CH:17][CH:18]=[CH:19][C:14]=4[NH:13][C:12]4[N:20]=[CH:21][CH:22]=[CH:23][C:11]=4[N:10]3[C:24]=2[C:25]2[CH:26]=[CH:27][C:28]([C:31]3([NH2:35])[CH2:34][CH2:33][CH2:32]3)=[CH:29][CH:30]=2)[CH:2]=[CH:3][CH:4]=[CH:5][CH:6]=1, predict the reactants needed to synthesize it. The reactants are: [C:1]1([C:7]2[N:8]=[C:9]3[C:15]4[CH:16]=[CH:17][CH:18]=[CH:19][C:14]=4[NH:13][C:12]4[N:20]=[CH:21][CH:22]=[CH:23][C:11]=4[N:10]3[C:24]=2[C:25]2[CH:30]=[CH:29][C:28]([C:31]3([NH:35]C(=O)OC(C)(C)C)[CH2:34][CH2:33][CH2:32]3)=[CH:27][CH:26]=2)[CH:6]=[CH:5][CH:4]=[CH:3][CH:2]=1.[ClH:43]. (2) The reactants are: [Cl-].O[NH3+:3].[C:4](=[O:7])([O-])[OH:5].[Na+].CS(C)=O.[C:13]12([C:23](=[O:53])[CH2:24][N:25]3[C:30](=[O:31])[C:29]4[CH:32]=[C:33]([CH2:35][CH3:36])[S:34][C:28]=4[N:27]([CH2:37][C:38]4[CH:43]=[CH:42][C:41]([C:44]5[C:45]([C:50]#[N:51])=[CH:46][CH:47]=[CH:48][CH:49]=5)=[CH:40][CH:39]=4)[C:26]3=[O:52])[CH2:22][CH:17]3[CH2:18][CH:19]([CH2:21][CH:15]([CH2:16]3)[CH2:14]1)[CH2:20]2. Given the product [C:13]12([C:23](=[O:53])[CH2:24][N:25]3[C:30](=[O:31])[C:29]4[CH:32]=[C:33]([CH2:35][CH3:36])[S:34][C:28]=4[N:27]([CH2:37][C:38]4[CH:39]=[CH:40][C:41]([C:44]5[CH:49]=[CH:48][CH:47]=[CH:46][C:45]=5[C:50]5[NH:3][C:4](=[O:7])[O:5][N:51]=5)=[CH:42][CH:43]=4)[C:26]3=[O:52])[CH2:20][CH:19]3[CH2:21][CH:15]([CH2:16][CH:17]([CH2:18]3)[CH2:22]1)[CH2:14]2, predict the reactants needed to synthesize it. (3) Given the product [C:11]([O:15][C:16]([N:18]1[CH2:23][CH2:22][N:21]([C:24]([O:26][C:27]([CH3:30])([CH3:29])[CH3:28])=[O:25])[CH2:20][C@@H:19]1[CH2:31][CH:32]=[O:33])=[O:17])([CH3:14])([CH3:13])[CH3:12], predict the reactants needed to synthesize it. The reactants are: C(Cl)(=O)C(Cl)=O.CS(C)=O.[C:11]([O:15][C:16]([N:18]1[CH2:23][CH2:22][N:21]([C:24]([O:26][C:27]([CH3:30])([CH3:29])[CH3:28])=[O:25])[CH2:20][C@@H:19]1[CH2:31][CH2:32][OH:33])=[O:17])([CH3:14])([CH3:13])[CH3:12].C(N(CC)CC)C. (4) Given the product [CH3:1][O:2][C:3]([C:5]1[S:6][C:7]([C:18]2[CH:19]=[CH:20][C:21]([F:24])=[CH:22][CH:23]=2)=[C:8]([C:10]2[CH:11]=[CH:12][C:13]([S:16]([CH3:17])=[O:33])=[CH:14][CH:15]=2)[CH:9]=1)=[O:4], predict the reactants needed to synthesize it. The reactants are: [CH3:1][O:2][C:3]([C:5]1[S:6][C:7]([C:18]2[CH:23]=[CH:22][C:21]([F:24])=[CH:20][CH:19]=2)=[C:8]([C:10]2[CH:15]=[CH:14][C:13]([S:16][CH3:17])=[CH:12][CH:11]=2)[CH:9]=1)=[O:4].C1C=C(Cl)C=C(C(OO)=[O:33])C=1.CCOC(C)=O. (5) Given the product [C:31]([C:30]1[CH:33]=[CH:34][C:27]([CH:24]2[CH2:25][CH2:26][N:21]([C:9]([C:8]3[C:7]([CH2:18][CH3:19])=[CH:6][C:5]([CH:1]4[CH2:4][CH2:3][CH2:2]4)=[C:13]([CH:12]=3)[C:14]([O:16][CH3:17])=[O:15])=[O:10])[CH2:22][CH2:23]2)=[CH:28][CH:29]=1)#[N:32], predict the reactants needed to synthesize it. The reactants are: [CH:1]1([C:5]2[C:13]([C:14]([O:16][CH3:17])=[O:15])=[CH:12][C:8]([C:9](O)=[O:10])=[C:7]([CH2:18][CH3:19])[CH:6]=2)[CH2:4][CH2:3][CH2:2]1.Cl.[NH:21]1[CH2:26][CH2:25][CH:24]([C:27]2[CH:34]=[CH:33][C:30]([C:31]#[N:32])=[CH:29][CH:28]=2)[CH2:23][CH2:22]1.CN(C(ON1N=NC2C=CC=CC1=2)=[N+](C)C)C.F[P-](F)(F)(F)(F)F.CCN(C(C)C)C(C)C. (6) Given the product [Br:1][C:2]1[CH:3]=[C:4]([N:8]2[C:16]3[CH2:15][CH2:14][CH2:13][CH:12]([Cl:25])[C:11]=3[C:10]([C:18]([O:20][CH2:21][CH3:22])=[O:19])=[N:9]2)[CH:5]=[CH:6][CH:7]=1, predict the reactants needed to synthesize it. The reactants are: [Br:1][C:2]1[CH:3]=[C:4]([N:8]2[C:16]3[CH2:15][CH2:14][CH2:13][CH:12](O)[C:11]=3[C:10]([C:18]([O:20][CH2:21][CH3:22])=[O:19])=[N:9]2)[CH:5]=[CH:6][CH:7]=1.S(Cl)([Cl:25])=O. (7) Given the product [OH:9][CH2:8][C:6]1[CH:5]=[CH:4][NH:3][C:2](=[O:1])[CH:7]=1, predict the reactants needed to synthesize it. The reactants are: [O:1]=[C:2]1[CH:7]=[C:6]([C:8](OC)=[O:9])[CH:5]=[CH:4][NH:3]1.[H-].C([Al+]CC(C)C)C(C)C.CO.O. (8) The reactants are: C(O[C:6]([N:8]1[CH:13]([C:14]2[NH:15][C:16]([C:19]3[CH:24]=[CH:23][C:22]([B:25]4[O:29][C:28]([CH3:31])([CH3:30])[C:27]([CH3:33])([CH3:32])[O:26]4)=[CH:21][CH:20]=3)=[CH:17][N:18]=2)[CH:12]2[CH2:34][CH:9]1[CH2:10][CH2:11]2)=[O:7])(C)(C)C.Cl.[CH3:36][O:37][C:38]([NH:40][CH:41]([CH:45]1[CH2:50][CH2:49][O:48][CH2:47][CH2:46]1)C(O)=O)=[O:39].CCOC(C(C#N)=NOC(N1CCOCC1)=[N+](C)C)=O.F[P-](F)(F)(F)(F)F.CCN(C(C)C)C(C)C. Given the product [CH3:36][O:37][C:38](=[O:39])[NH:40][CH:41]([CH:45]1[CH2:46][CH2:47][O:48][CH2:49][CH2:50]1)[C:6](=[O:7])[N:8]1[CH:13]([C:14]2[NH:15][C:16]([C:19]3[CH:24]=[CH:23][C:22]([B:25]4[O:29][C:28]([CH3:30])([CH3:31])[C:27]([CH3:32])([CH3:33])[O:26]4)=[CH:21][CH:20]=3)=[CH:17][N:18]=2)[CH:12]2[CH2:34][CH:9]1[CH2:10][CH2:11]2, predict the reactants needed to synthesize it.